Dataset: Catalyst prediction with 721,799 reactions and 888 catalyst types from USPTO. Task: Predict which catalyst facilitates the given reaction. (1) Reactant: [CH3:1][O:2][C:3]1[CH:4]=[C:5]2[C:10](=[CH:11][C:12]=1[O:13][CH2:14][CH:15]1[CH2:17][O:16]1)[N:9]=[CH:8][CH:7]=[C:6]2[O:18][C:19]1[CH:24]=[CH:23][C:22]([CH3:25])=[CH:21][C:20]=1[C:26]([C:28]1[CH:33]=[CH:32][CH:31]=[CH:30][CH:29]=1)=[O:27].[CH3:34][N:35]1[CH2:40][CH2:39][NH:38][CH2:37][CH2:36]1.O. Product: [OH:16][CH:15]([CH2:17][N:38]1[CH2:39][CH2:40][N:35]([CH3:34])[CH2:36][CH2:37]1)[CH2:14][O:13][C:12]1[CH:11]=[C:10]2[C:5]([C:6]([O:18][C:19]3[CH:24]=[CH:23][C:22]([CH3:25])=[CH:21][C:20]=3[C:26]([C:28]3[CH:29]=[CH:30][CH:31]=[CH:32][CH:33]=3)=[O:27])=[CH:7][CH:8]=[N:9]2)=[CH:4][C:3]=1[O:2][CH3:1]. The catalyst class is: 9. (2) Reactant: Cl.[CH3:2][C:3]1[CH:4]=[CH:5][C:6]([NH2:9])=[N:7][CH:8]=1.O.[OH-].[Ba+2].[OH-].[F:14][C:15]1[CH:37]=[CH:36][CH:35]=[CH:34][C:16]=1[O:17][C:18]1[C:31](=[O:32])[N:30]([CH3:33])[C:21]2[N:22]=[C:23](S(C)(=O)=O)[N:24]=[CH:25][C:20]=2[CH:19]=1. Product: [F:14][C:15]1[CH:37]=[CH:36][CH:35]=[CH:34][C:16]=1[O:17][C:18]1[C:31](=[O:32])[N:30]([CH3:33])[C:21]2[N:22]=[C:23]([NH:9][C:6]3[CH:5]=[CH:4][C:3]([CH3:2])=[CH:8][N:7]=3)[N:24]=[CH:25][C:20]=2[CH:19]=1. The catalyst class is: 22. (3) Reactant: C[O:2][CH:3](OC)[CH:4]1[O:8][N:7]=[C:6]([C:9]2[CH:27]=[CH:26][C:12]([O:13][CH2:14][C:15]3[C:24]4[C:19](=[CH:20][CH:21]=[CH:22][CH:23]=4)[N:18]=[C:17]([CH3:25])[CH:16]=3)=[CH:11][CH:10]=2)[CH2:5]1.Cl. Product: [CH3:25][C:17]1[CH:16]=[C:15]([CH2:14][O:13][C:12]2[CH:26]=[CH:27][C:9]([C:6]3[CH2:5][CH:4]([CH:3]=[O:2])[O:8][N:7]=3)=[CH:10][CH:11]=2)[C:24]2[C:19](=[CH:20][CH:21]=[CH:22][CH:23]=2)[N:18]=1. The catalyst class is: 1. (4) Reactant: Cl[C:2]1[CH:11]=[CH:10][C:9]2[CH2:8][N:7]([CH2:12][C:13]([N:15]3[CH2:20][CH2:19][N:18]([CH:21]4[CH2:24][CH2:23][CH2:22]4)[CH2:17][CH2:16]3)=[O:14])[CH2:6][CH2:5][C:4]=2[N:3]=1.C([Sn](CCCC)(CCCC)[C:30]1[N:31]=[N:32][CH:33]=[CH:34][CH:35]=1)CCC. Product: [CH:21]1([N:18]2[CH2:19][CH2:20][N:15]([C:13](=[O:14])[CH2:12][N:7]3[CH2:6][CH2:5][C:4]4[N:3]=[C:2]([C:30]5[N:31]=[N:32][CH:33]=[CH:34][CH:35]=5)[CH:11]=[CH:10][C:9]=4[CH2:8]3)[CH2:16][CH2:17]2)[CH2:24][CH2:23][CH2:22]1. The catalyst class is: 109. (5) Reactant: [Cl:1][C:2]1[C:11]2[C:6](=[CH:7][CH:8]=[C:9](OC(F)(F)F)[CH:10]=2)[N:5]=[C:4]([N:17]2[CH2:23][C:22]3[CH:24]=[CH:25][CH:26]=[CH:27][C:21]=3[S:20](=[O:29])(=[O:28])[CH2:19][CH2:18]2)[CH:3]=1.[CH2:30]([Sn](CCCC)(CCCC)C=C)[CH2:31]CC. Product: [Cl:1][C:2]1[C:11]2[C:6](=[CH:7][CH:8]=[C:9]([CH:30]=[CH2:31])[CH:10]=2)[N:5]=[C:4]([N:17]2[CH2:23][C:22]3[CH:24]=[CH:25][CH:26]=[CH:27][C:21]=3[S:20](=[O:29])(=[O:28])[CH2:19][CH2:18]2)[CH:3]=1. The catalyst class is: 427. (6) Reactant: Br[C:2]1[C:7]([Cl:8])=[CH:6][C:5]([N:9]2[C:18]3[C:13](=[CH:14][C:15]([S:20]([NH:23][C:24]4[CH:28]=[CH:27][O:26][N:25]=4)(=[O:22])=[O:21])=[C:16]([F:19])[CH:17]=3)[CH:12]=[CH:11][C:10]2=[O:29])=[C:4]([O:30][CH3:31])[CH:3]=1.[F:32][C:33]1[CH:34]=[C:35](B(O)O)[CH:36]=[CH:37][CH:38]=1.C(=O)([O-])[O-].[K+].[K+]. Product: [Cl:8][C:7]1[CH:6]=[C:5]([N:9]2[C:18]3[C:13](=[CH:14][C:15]([S:20]([NH:23][C:24]4[CH:28]=[CH:27][O:26][N:25]=4)(=[O:22])=[O:21])=[C:16]([F:19])[CH:17]=3)[CH:12]=[CH:11][C:10]2=[O:29])[C:4]([O:30][CH3:31])=[CH:3][C:2]=1[C:37]1[CH:36]=[CH:35][CH:34]=[C:33]([F:32])[CH:38]=1. The catalyst class is: 73. (7) Reactant: Cl[C:2]1[N:7]=[C:6]([Cl:8])[N:5]=[C:4]2[NH:9][N:10]=[CH:11][C:3]=12.[OH-:12].[Na+].O.Cl. Product: [Cl:8][C:6]1[NH:7][C:2](=[O:12])[C:3]2[CH:11]=[N:10][NH:9][C:4]=2[N:5]=1. The catalyst class is: 12. (8) Reactant: Br[C:2]1[CH:7]=[CH:6][C:5]([Br:8])=[CH:4][N:3]=1.O.[NH2:10][NH2:11]. Product: [Br:8][C:5]1[CH:6]=[CH:7][C:2]([NH:10][NH2:11])=[N:3][CH:4]=1. The catalyst class is: 17. (9) Reactant: CON(C)[C:4]([C@@H:6]1[CH2:10][C:9](=[O:11])[N:8]([C@@H:12]([C:14]2[CH:19]=[CH:18][C:17]([O:20][CH3:21])=[CH:16][CH:15]=2)[CH3:13])[CH2:7]1)=[O:5].[CH3:23][Mg]Br. Product: [C:4]([C@H:6]1[CH2:7][N:8]([C@@H:12]([C:14]2[CH:15]=[CH:16][C:17]([O:20][CH3:21])=[CH:18][CH:19]=2)[CH3:13])[C:9](=[O:11])[CH2:10]1)(=[O:5])[CH3:23]. The catalyst class is: 1. (10) Reactant: [Br:1][C:2]1[C:3]([CH2:9][CH3:10])=[CH:4][C:5]([NH2:8])=[N:6][CH:7]=1.[N+:11]([O-])([OH:13])=[O:12].O.[OH-].[Na+]. Product: [Br:1][C:2]1[C:3]([CH2:9][CH3:10])=[C:4]([N+:11]([O-:13])=[O:12])[C:5]([NH2:8])=[N:6][CH:7]=1. The catalyst class is: 82.